Dataset: Peptide-MHC class I binding affinity with 185,985 pairs from IEDB/IMGT. Task: Regression. Given a peptide amino acid sequence and an MHC pseudo amino acid sequence, predict their binding affinity value. This is MHC class I binding data. (1) The peptide sequence is RRAARAEYL. The MHC is HLA-B35:03 with pseudo-sequence HLA-B35:03. The binding affinity (normalized) is 0. (2) The peptide sequence is EIINDKGKQY. The MHC is HLA-A11:01 with pseudo-sequence HLA-A11:01. The binding affinity (normalized) is 0. (3) The peptide sequence is GVVAFLILP. The MHC is HLA-A02:01 with pseudo-sequence HLA-A02:01. The binding affinity (normalized) is 0. (4) The peptide sequence is RVLNLVENW. The MHC is HLA-B57:01 with pseudo-sequence HLA-B57:01. The binding affinity (normalized) is 0.918. (5) The peptide sequence is IKIPTHRHI. The MHC is HLA-A01:01 with pseudo-sequence HLA-A01:01. The binding affinity (normalized) is 0.102. (6) The peptide sequence is TTRAVNMEV. The MHC is HLA-B46:01 with pseudo-sequence HLA-B46:01. The binding affinity (normalized) is 0.0847. (7) The peptide sequence is GMFTNRYGSQ. The MHC is HLA-A31:01 with pseudo-sequence HLA-A31:01. The binding affinity (normalized) is 0. (8) The MHC is HLA-B40:01 with pseudo-sequence HLA-B40:01. The binding affinity (normalized) is 0.0881. The peptide sequence is VHPVHAGPIA. (9) The peptide sequence is RIEEELGSKAKF. The MHC is Mamu-B8701 with pseudo-sequence Mamu-B8701. The binding affinity (normalized) is 0.846.